This data is from Catalyst prediction with 721,799 reactions and 888 catalyst types from USPTO. The task is: Predict which catalyst facilitates the given reaction. (1) Reactant: C([O:3][C:4](=[O:29])[CH2:5][O:6][C:7]1[CH:12]=[CH:11][C:10]([S:13][CH2:14][C:15]2[S:19][C:18]([C:20]3[CH:25]=[CH:24][C:23](Br)=[CH:22][CH:21]=3)=[N:17][C:16]=2[CH3:27])=[CH:9][C:8]=1[CH3:28])C.[F:30][C:31]([F:42])([F:41])[C:32]1[CH:37]=[CH:36][C:35](B(O)O)=[CH:34][CH:33]=1.C(=O)([O-])[O-].[Na+].[Na+]. Product: [CH3:28][C:8]1[CH:9]=[C:10]([S:13][CH2:14][C:15]2[S:19][C:18]([C:20]3[CH:21]=[CH:22][C:23]([C:35]4[CH:36]=[CH:37][C:32]([C:31]([F:42])([F:41])[F:30])=[CH:33][CH:34]=4)=[CH:24][CH:25]=3)=[N:17][C:16]=2[CH3:27])[CH:11]=[CH:12][C:7]=1[O:6][CH2:5][C:4]([OH:3])=[O:29]. The catalyst class is: 234. (2) Reactant: Br[C:2]1[CH:7]=[CH:6][CH:5]=[CH:4][N:3]=1.[CH3:8][O:9][C:10]1[CH:15]=[CH:14][C:13]([NH2:16])=[CH:12][CH:11]=1.C1C=CC(P(C2C(C3C(P(C4C=CC=CC=4)C4C=CC=CC=4)=CC=C4C=3C=CC=C4)=C3C(C=CC=C3)=CC=2)C2C=CC=CC=2)=CC=1.CC([O-])(C)C.[K+]. Product: [CH3:8][O:9][C:10]1[CH:15]=[CH:14][C:13]([NH:16][C:2]2[CH:7]=[CH:6][CH:5]=[CH:4][N:3]=2)=[CH:12][CH:11]=1. The catalyst class is: 222.